The task is: Predict which catalyst facilitates the given reaction.. This data is from Catalyst prediction with 721,799 reactions and 888 catalyst types from USPTO. (1) Reactant: [CH2:1]=[CH:2][CH:3](O)[CH2:4]/[CH:5]=[CH:6]\[CH2:7]/[CH:8]=[CH:9]\[CH2:10][CH3:11].CN(C)P(=O)(N(C)C)N(C)C.[I+].C[P+](OC1C=CC=CC=1)(OC1C=CC=CC=1)OC1C=CC=CC=1.CCCCC. Product: [CH2:1]=[CH:2]/[CH:3]=[CH:4]/[CH:5]=[CH:6]\[CH2:7]/[CH:8]=[CH:9]\[CH2:10][CH3:11].[CH2:1]=[CH:2]/[CH:3]=[CH:4]/[CH:5]=[CH:6]/[CH2:7]/[CH:8]=[CH:9]\[CH2:10][CH3:11]. The catalyst class is: 27. (2) Reactant: [CH3:1][O:2][C:3]1[CH:8]=[CH:7][C:6]([CH:9]=[CH:10][C:11](=[O:22])[CH:12]=[CH:13][C:14]2[CH:19]=[CH:18][C:17]([O:20][CH3:21])=[CH:16][CH:15]=2)=[CH:5][CH:4]=1.[CH3:23][NH2:24].O. Product: [CH3:21][O:20][C:17]1[CH:18]=[CH:19][C:14]([CH:13]2[CH2:12][C:11](=[O:22])[CH2:10][CH:9]([C:6]3[CH:5]=[CH:4][C:3]([O:2][CH3:1])=[CH:8][CH:7]=3)[N:24]2[CH3:23])=[CH:15][CH:16]=1. The catalyst class is: 9. (3) Reactant: [H-].[Na+].CO.[C:5](/[C:8](=[C:13](\[C:15]1[C:24]([NH:25][C:26]([O:28]CC)=O)=[CH:23][C:22]2[CH2:21][CH2:20][CH2:19][CH2:18][C:17]=2[CH:16]=1)/[OH:14])/C(OC)=O)(=[O:7])[CH3:6]. Product: [C:5]([C:8]1[C:26](=[O:28])[NH:25][C:24]2[C:15]([C:13]=1[OH:14])=[CH:16][C:17]1[CH2:18][CH2:19][CH2:20][CH2:21][C:22]=1[CH:23]=2)(=[O:7])[CH3:6]. The catalyst class is: 48. (4) Reactant: Cl.C(OC(=O)[NH:8][C@H:9]([C:13]([N:15]1[CH2:20][CH2:19][CH:18]([O:21][C:22]2[CH:27]=[CH:26][C:25]([Cl:28])=[CH:24][CH:23]=2)[CH2:17][CH2:16]1)=[O:14])[CH:10]([CH3:12])[CH3:11])(C)(C)C. Product: [ClH:28].[Cl:28][C:25]1[CH:26]=[CH:27][C:22]([O:21][CH:18]2[CH2:19][CH2:20][N:15]([C:13](=[O:14])[C@@H:9]([NH2:8])[CH:10]([CH3:12])[CH3:11])[CH2:16][CH2:17]2)=[CH:23][CH:24]=1. The catalyst class is: 8. (5) Reactant: N1C=CC=NC=1.Cl[C:8]1[N:13]=[CH:12][N:11]=[C:10]([NH:14][C:15]2[CH:20]=[CH:19][C:18]([S:21]([CH3:24])(=[O:23])=[O:22])=[CH:17][CH:16]=2)[C:9]=1[N+:25]([O-:27])=[O:26].[C:28]([O:32][C:33]([N:35]1[CH2:40][CH2:39][CH:38]([NH2:41])[CH2:37][CH2:36]1)=[O:34])([CH3:31])([CH3:30])[CH3:29].C([O-])([O-])=O.[K+].[K+]. Product: [C:28]([O:32][C:33]([N:35]1[CH2:40][CH2:39][CH:38]([NH:41][C:8]2[C:9]([N+:25]([O-:27])=[O:26])=[C:10]([NH:14][C:15]3[CH:20]=[CH:19][C:18]([S:21]([CH3:24])(=[O:23])=[O:22])=[CH:17][CH:16]=3)[N:11]=[CH:12][N:13]=2)[CH2:37][CH2:36]1)=[O:34])([CH3:31])([CH3:29])[CH3:30]. The catalyst class is: 3. (6) Reactant: [NH2:1][C:2]1[S:6][C:5]([CH2:7][CH2:8][S:9][CH2:10][CH2:11][C:12]2[S:16][C:15]([NH:17][C:18](=[O:26])[CH2:19][C:20]3[CH:25]=[CH:24][CH:23]=[CH:22][CH:21]=3)=[N:14][N:13]=2)=[N:4][N:3]=1.[OH2:27].[OH:28]OS([O-])=O.[K+]. Product: [NH2:1][C:2]1[S:6][C:5]([CH2:7][CH2:8][S:9]([CH2:10][CH2:11][C:12]2[S:16][C:15]([NH:17][C:18](=[O:26])[CH2:19][C:20]3[CH:25]=[CH:24][CH:23]=[CH:22][CH:21]=3)=[N:14][N:13]=2)(=[O:28])=[O:27])=[N:4][N:3]=1. The catalyst class is: 21. (7) Reactant: [Br:1][C:2]1[CH:3]=[C:4]([C:8]([NH:10][NH2:11])=[O:9])[CH:5]=[N:6][CH:7]=1.CN1CCOCC1.[Cl:19][CH2:20][C:21](Cl)=[O:22]. Product: [Br:1][C:2]1[CH:3]=[C:4]([C:8]([NH:10][NH:11][C:21](=[O:22])[CH2:20][Cl:19])=[O:9])[CH:5]=[N:6][CH:7]=1. The catalyst class is: 2. (8) Reactant: [NH2:1][C:2]1[C:31]([F:32])=[CH:30][C:5]([CH2:6][CH:7]2[CH2:12][CH2:11][N:10]([CH2:13][C:14]3[CH:19]=[CH:18][C:17]([C:20]([OH:29])([C:25]([F:28])([F:27])[F:26])[C:21]([F:24])([F:23])[F:22])=[CH:16][CH:15]=3)[CH2:9][CH2:8]2)=[C:4]([F:33])[CH:3]=1.[C:34](Cl)(=O)[O:35]C1C=CC([N+]([O-])=O)=CC=1.[NH2:47][CH2:48][C:49]([CH3:52])([OH:51])[CH3:50]. Product: [F:32][C:31]1[CH:30]=[C:5]([CH2:6][CH:7]2[CH2:12][CH2:11][N:10]([CH2:13][C:14]3[CH:19]=[CH:18][C:17]([C:20]([OH:29])([C:25]([F:28])([F:26])[F:27])[C:21]([F:22])([F:23])[F:24])=[CH:16][CH:15]=3)[CH2:9][CH2:8]2)[C:4]([F:33])=[CH:3][C:2]=1[NH:1][C:34]([NH:47][CH2:48][C:49]([OH:51])([CH3:52])[CH3:50])=[O:35]. The catalyst class is: 7.